From a dataset of Catalyst prediction with 721,799 reactions and 888 catalyst types from USPTO. Predict which catalyst facilitates the given reaction. (1) Reactant: [Li][CH3:2].[Cl:3][C:4]1[CH:5]=[C:6](/[C:10](/[C:18]2[CH:22]=[C:21]([CH:23]3[O:27][CH2:26][CH2:25][O:24]3)[S:20][CH:19]=2)=[N:11]\[S:12]([C:14]([CH3:17])([CH3:16])[CH3:15])=[O:13])[CH:7]=[CH:8][CH:9]=1. Product: [Cl:3][C:4]1[CH:5]=[C:6]([C:10]([NH:11][S:12]([C:14]([CH3:17])([CH3:16])[CH3:15])=[O:13])([C:18]2[CH:22]=[C:21]([CH:23]3[O:27][CH2:26][CH2:25][O:24]3)[S:20][CH:19]=2)[CH3:2])[CH:7]=[CH:8][CH:9]=1. The catalyst class is: 116. (2) Reactant: [Br:1][C:2]1[CH:6]=[N:5][N:4]([CH3:7])[C:3]=1[NH:8][C:9]1[CH:14]=[CH:13][C:12](I)=[CH:11][CH:10]=1.[N+:16]([C:19]1[CH:24]=[CH:23][C:22](B(O)O)=[CH:21][CH:20]=1)([O-:18])=[O:17].C(=O)([O-])[O-].[Cs+].[Cs+].COCCOC. Product: [Br:1][C:2]1[CH:6]=[N:5][N:4]([CH3:7])[C:3]=1[NH:8][C:9]1[CH:14]=[CH:13][C:12]([C:22]2[CH:23]=[CH:24][C:19]([N+:16]([O-:18])=[O:17])=[CH:20][CH:21]=2)=[CH:11][CH:10]=1. The catalyst class is: 690. (3) Reactant: C(OC([N:8]1[CH2:13][CH2:12][C:11]([C:15]2[N:16]([CH2:28][CH2:29][N:30]([CH3:32])[CH3:31])[CH:17]=[C:18]([C:20]3[CH:25]=[CH:24][C:23]([F:26])=[C:22]([Cl:27])[CH:21]=3)[N:19]=2)([OH:14])[CH2:10][CH2:9]1)=O)(C)(C)C.[ClH:33].CO. Product: [ClH:27].[ClH:33].[Cl:27][C:22]1[CH:21]=[C:20]([C:18]2[N:19]=[C:15]([C:11]3([OH:14])[CH2:12][CH2:13][NH:8][CH2:9][CH2:10]3)[N:16]([CH2:28][CH2:29][N:30]([CH3:32])[CH3:31])[CH:17]=2)[CH:25]=[CH:24][C:23]=1[F:26]. The catalyst class is: 2.